This data is from Forward reaction prediction with 1.9M reactions from USPTO patents (1976-2016). The task is: Predict the product of the given reaction. (1) Given the reactants [NH2:1][C:2]1[CH:19]=[CH:18][C:5]2[S:6][C:7]([C:9]3[C:10]([NH2:17])=[N:11][CH:12]=[C:13]([N+:15]#[C-:16])[CH:14]=3)=[CH:8][C:4]=2[CH:3]=1.[Cl:20][C:21]1[CH:26]=[CH:25][C:24]([N:27]=[C:28]=[O:29])=[CH:23][C:22]=1[C:30]([F:33])([F:32])[F:31], predict the reaction product. The product is: [NH2:17][C:10]1[C:9]([C:7]2[S:6][C:5]3[CH:18]=[CH:19][C:2]([NH:1][C:28]([NH:27][C:24]4[CH:25]=[CH:26][C:21]([Cl:20])=[C:22]([C:30]([F:32])([F:31])[F:33])[CH:23]=4)=[O:29])=[CH:3][C:4]=3[CH:8]=2)=[CH:14][C:13]([N+:15]#[C-:16])=[CH:12][N:11]=1. (2) Given the reactants [Cl:1][C:2]1[CH:3]=[C:4]([C:9]2([C:22]([F:25])([F:24])[F:23])[O:13][N:12]=[C:11]([C:14]3[CH:15]=[CH:16][C:17]([CH3:21])=[C:18]([CH:20]=3)[NH2:19])[CH2:10]2)[CH:5]=[C:6]([Cl:8])[CH:7]=1.[F:26][C:27]([F:34])([F:33])[C:28](=[CH2:32])[C:29](O)=[O:30].Cl.C(N(CC)CCCN=C=NCC)C.C(=O)([O-])O.[Na+], predict the reaction product. The product is: [Cl:1][C:2]1[CH:3]=[C:4]([C:9]2([C:22]([F:23])([F:25])[F:24])[O:13][N:12]=[C:11]([C:14]3[CH:15]=[CH:16][C:17]([CH3:21])=[C:18]([NH:19][C:29](=[O:30])[C:28]([C:27]([F:34])([F:33])[F:26])=[CH2:32])[CH:20]=3)[CH2:10]2)[CH:5]=[C:6]([Cl:8])[CH:7]=1.